This data is from Catalyst prediction with 721,799 reactions and 888 catalyst types from USPTO. The task is: Predict which catalyst facilitates the given reaction. (1) Reactant: [Br:1][C:2]1[C:10]2[NH:9][CH:8]=[N:7][C:6]=2[CH:5]=[C:4]([NH2:11])[CH:3]=1. Product: [Br:1][C:2]1[C:10]2[N:9]=[CH:8][NH:7][C:6]=2[CH:5]=[C:4]([NH:11][C:8]2[NH:9][CH2:10][CH2:6][N:7]=2)[CH:3]=1. The catalyst class is: 619. (2) Reactant: [NH2:1][C:2]1[CH:3]=[C:4]([CH:8]=[CH:9][C:10]=1[O:11][CH3:12])[C:5]([OH:7])=[O:6].[C:13](Cl)(=O)C. Product: [NH2:1][C:2]1[CH:3]=[C:4]([CH:8]=[CH:9][C:10]=1[O:11][CH3:12])[C:5]([O:7][CH3:13])=[O:6]. The catalyst class is: 5. (3) Reactant: [NH2:1][C:2]1[CH:36]=[CH:35][CH:34]=[CH:33][C:3]=1[NH:4][C:5](=O)[CH2:6][C:7]1[CH:12]=[CH:11][C:10]([NH:13][C:14]([C:16]2[C:17]([C:22]3[CH:27]=[CH:26][C:25]([C:28]([F:31])([F:30])[F:29])=[CH:24][CH:23]=3)=[CH:18][CH:19]=[CH:20][CH:21]=2)=[O:15])=[CH:9][CH:8]=1.Cl. Product: [NH:4]1[C:3]2[CH:33]=[CH:34][CH:35]=[CH:36][C:2]=2[N:1]=[C:5]1[CH2:6][C:7]1[CH:12]=[CH:11][C:10]([NH:13][C:14]([C:16]2[C:17]([C:22]3[CH:27]=[CH:26][C:25]([C:28]([F:31])([F:30])[F:29])=[CH:24][CH:23]=3)=[CH:18][CH:19]=[CH:20][CH:21]=2)=[O:15])=[CH:9][CH:8]=1. The catalyst class is: 8.